This data is from Full USPTO retrosynthesis dataset with 1.9M reactions from patents (1976-2016). The task is: Predict the reactants needed to synthesize the given product. Given the product [CH3:31][O:30][C:27]1[CH:28]=[C:29]2[C:24](=[CH:25][C:26]=1[O:32][CH3:33])[N:23]=[CH:22][CH:21]=[C:20]2[O:19][C:16]1[CH:15]=[CH:14][C:13]([O:12][CH2:11][CH2:10][NH:9][C:6]2[CH:5]=[CH:4][C:3]([O:2][CH3:1])=[CH:8][CH:7]=2)=[CH:18][CH:17]=1, predict the reactants needed to synthesize it. The reactants are: [CH3:1][O:2][C:3]1[CH:8]=[CH:7][C:6]([NH:9][C:10](=O)[CH2:11][O:12][C:13]2[CH:18]=[CH:17][C:16]([O:19][C:20]3[C:29]4[C:24](=[CH:25][C:26]([O:32][CH3:33])=[C:27]([O:30][CH3:31])[CH:28]=4)[N:23]=[CH:22][CH:21]=3)=[CH:15][CH:14]=2)=[CH:5][CH:4]=1.Cl.[OH-].[Na+].